From a dataset of Reaction yield outcomes from USPTO patents with 853,638 reactions. Predict the reaction yield, written as a fraction of the theoretical maximum amount of product (1.0 means a 100% yield; for example, 0.34 means a 34% yield). (1) The reactants are S(=O)(=O)(O)O.N[C:7]1[CH:27]=[CH:26][C:10]([O:11][C:12]2[CH:13]=[C:14]([C:22]([O:24][CH3:25])=[O:23])[CH:15]=[C:16]([CH:21]=2)[C:17]([O:19][CH3:20])=[O:18])=[CH:9][CH:8]=1.N([O-])=[O:29].[Na+]. The yield is 0.520. The product is [OH:29][C:7]1[CH:27]=[CH:26][C:10]([O:11][C:12]2[CH:13]=[C:14]([C:22]([O:24][CH3:25])=[O:23])[CH:15]=[C:16]([CH:21]=2)[C:17]([O:19][CH3:20])=[O:18])=[CH:9][CH:8]=1. The catalyst is O. (2) The reactants are [C:1]([O:5][C:6]([C:8]([NH2:12])([OH:11])[CH2:9][CH3:10])=[O:7])([CH3:4])([CH3:3])[CH3:2].[CH3:13][C:14]1[CH:15]=[CH:16][CH:17]=[C:18]([NH:21][C:22]2[CH:23]=[CH:24][CH:25]=[CH:26][C:27]=2[C:28]([OH:30])=[O:29])[C:19]=1[CH3:20].CCN=C=NCCCN(C)C.Cl.C(OCC)(=O)C. The catalyst is CN(C1C=CN=CC=1)C.ClCCl. The product is [C:6]([C:8]([NH2:12])([OH:11])[CH2:9][CH3:10])([O:5][C:1]([CH3:2])([CH3:4])[CH3:3])=[O:7].[CH3:13][C:14]1[CH:15]=[CH:16][CH:17]=[C:18]([NH:21][C:22]2[CH:23]=[CH:24][CH:25]=[CH:26][C:27]=2[C:28]([OH:30])=[O:29])[C:19]=1[CH3:20]. The yield is 0.780. (3) The yield is 0.300. The catalyst is O. The product is [Cl:1][C:2]1[CH:3]=[C:4]([OH:11])[CH:6]=[CH:7][C:8]=1[O:9][CH3:10]. The reactants are [Cl:1][C:2]1[CH:3]=[C:4]([CH:6]=[CH:7][C:8]=1[O:9][CH3:10])N.[OH:11]S(O)(=O)=O.N([O-])=O.[Na+]. (4) The reactants are [CH3:1][C:2]1[N:3]=[C:4]([CH2:22][CH2:23][C:24]([F:27])([F:26])[F:25])[N:5]2[C:14]3[C:9](=[CH:10][CH:11]=[C:12]([O:15][CH2:16][C:17]([F:20])([F:19])[F:18])[N:13]=3)[NH:8][C:7](=O)[C:6]=12.C(=O)(O)[O-].[Na+].P(Cl)(Cl)([Cl:35])=O. No catalyst specified. The product is [Cl:35][C:7]1[C:6]2[N:5]([C:4]([CH2:22][CH2:23][C:24]([F:27])([F:26])[F:25])=[N:3][C:2]=2[CH3:1])[C:14]2[N:13]=[C:12]([O:15][CH2:16][C:17]([F:20])([F:19])[F:18])[CH:11]=[CH:10][C:9]=2[N:8]=1. The yield is 0.280. (5) The reactants are [CH2:1]([N:3]1[C:8]2[CH:9]=[C:10]([N:13](OC)[CH3:14])[N:11]=[CH:12][C:7]=2[CH2:6][N:5]([C:17]2[CH:22]=[CH:21][C:20]([F:23])=[C:19]([N+:24]([O-])=O)[CH:18]=2)[C:4]1=[O:27])[CH3:2].[H][H]. The catalyst is CO.[Pd]. The product is [NH2:24][C:19]1[CH:18]=[C:17]([N:5]2[CH2:6][C:7]3[CH:12]=[N:11][C:10]([NH:13][CH3:14])=[CH:9][C:8]=3[N:3]([CH2:1][CH3:2])[C:4]2=[O:27])[CH:22]=[CH:21][C:20]=1[F:23]. The yield is 0.840.